The task is: Regression. Given a peptide amino acid sequence and an MHC pseudo amino acid sequence, predict their binding affinity value. This is MHC class I binding data.. This data is from Peptide-MHC class I binding affinity with 185,985 pairs from IEDB/IMGT. (1) The peptide sequence is GTIRTAYTY. The MHC is HLA-A01:01 with pseudo-sequence HLA-A01:01. The binding affinity (normalized) is 0.229. (2) The peptide sequence is LWLTDNTHI. The MHC is HLA-A02:01 with pseudo-sequence HLA-A02:01. The binding affinity (normalized) is 0.0433.